Dataset: Forward reaction prediction with 1.9M reactions from USPTO patents (1976-2016). Task: Predict the product of the given reaction. (1) Given the reactants [I:1][C:2]1[CH:10]=[CH:9][CH:8]=[C:7]([O:11][CH3:12])[C:3]=1[C:4](O)=[O:5].C[N:14](C(ON1N=NC2C=CC=NC1=2)=[N+](C)C)C.F[P-](F)(F)(F)(F)F.CCN(C(C)C)C(C)C.N, predict the reaction product. The product is: [I:1][C:2]1[CH:10]=[CH:9][CH:8]=[C:7]([O:11][CH3:12])[C:3]=1[C:4]([NH2:14])=[O:5]. (2) Given the reactants Br[C:2]1[C:7]([O:8][CH3:9])=[CH:6][CH:5]=[C:4]([I:10])[N:3]=1.[CH3:11][O-:12].[Na+], predict the reaction product. The product is: [CH3:11][O:12][C:2]1[C:7]([O:8][CH3:9])=[CH:6][CH:5]=[C:4]([I:10])[N:3]=1. (3) Given the reactants [CH2:1]([O:8][CH2:9][CH2:10][CH2:11][CH2:12][CH2:13][CH2:14][O:15][CH2:16][C:17]([C:20]1[CH:21]=[C:22]([NH:26][C:27]([NH:29][CH2:30][C:31]([OH:33])=O)=[O:28])[CH:23]=[CH:24][CH:25]=1)([F:19])[F:18])[C:2]1[CH:7]=[CH:6][CH:5]=[CH:4][CH:3]=1.Cl, predict the reaction product. The product is: [CH2:1]([O:8][CH2:9][CH2:10][CH2:11][CH2:12][CH2:13][CH2:14][O:15][CH2:16][C:17]([C:20]1[CH:21]=[C:22]([N:26]2[C:31](=[O:33])[CH2:30][NH:29][C:27]2=[O:28])[CH:23]=[CH:24][CH:25]=1)([F:19])[F:18])[C:2]1[CH:3]=[CH:4][CH:5]=[CH:6][CH:7]=1. (4) Given the reactants [CH2:1]([O:3][C:4]([C:6]1([C:9]2[CH:14]=[CH:13][C:12]([C:15]3[CH:20]=[CH:19][C:18]([C:21]4[O:25][N:24]=[C:23]([CH3:26])[C:22]=4[NH2:27])=[CH:17][CH:16]=3)=[CH:11][CH:10]=2)[CH2:8][CH2:7]1)=[O:5])[CH3:2].[Br:28][C:29]1[CH:34]=[CH:33][CH:32]=[C:31](Br)[N:30]=1.C(=O)([O-])[O-].[Cs+].[Cs+].C1C=CC(P(C2C(C3C(P(C4C=CC=CC=4)C4C=CC=CC=4)=CC=C4C=3C=CC=C4)=C3C(C=CC=C3)=CC=2)C2C=CC=CC=2)=CC=1, predict the reaction product. The product is: [CH2:1]([O:3][C:4]([C:6]1([C:9]2[CH:10]=[CH:11][C:12]([C:15]3[CH:20]=[CH:19][C:18]([C:21]4[O:25][N:24]=[C:23]([CH3:26])[C:22]=4[NH:27][C:31]4[CH:32]=[CH:33][CH:34]=[C:29]([Br:28])[N:30]=4)=[CH:17][CH:16]=3)=[CH:13][CH:14]=2)[CH2:8][CH2:7]1)=[O:5])[CH3:2]. (5) Given the reactants [NH:1]([C:3]1[N:8]=[CH:7][CH:6]=[CH:5][N:4]=1)[NH2:2].C(N(CC)CC)C.C[O:17][C:18](=O)[N:19]=[C:20](SC)[C:21]([C:35]1[CH:40]=[CH:39][C:38]([O:41][CH3:42])=[C:37]([O:43][CH2:44][CH3:45])[CH:36]=1)=[N:22][C:23]1[CH:28]=[CH:27][C:26]([C:29]2[N:33]=[C:32]([CH3:34])[O:31][N:30]=2)=[CH:25][CH:24]=1, predict the reaction product. The product is: [CH2:44]([O:43][C:37]1[CH:36]=[C:35]([CH:21]([NH:22][C:23]2[CH:28]=[CH:27][C:26]([C:29]3[N:33]=[C:32]([CH3:34])[O:31][N:30]=3)=[CH:25][CH:24]=2)[C:20]2[NH:19][C:18](=[O:17])[N:1]([C:3]3[N:8]=[CH:7][CH:6]=[CH:5][N:4]=3)[N:2]=2)[CH:40]=[CH:39][C:38]=1[O:41][CH3:42])[CH3:45]. (6) Given the reactants [F:1][C:2]1[CH:3]=[C:4]([CH:14]=[CH:15][C:16]=1[C:17]#[C:18][Si](C)(C)C)[CH2:5][N:6]1[CH2:9][CH:8]([C:10]([O:12][CH3:13])=[O:11])[CH2:7]1.[F-].[Cs+].CN(C=O)C, predict the reaction product. The product is: [C:17]([C:16]1[CH:15]=[CH:14][C:4]([CH2:5][N:6]2[CH2:9][CH:8]([C:10]([O:12][CH3:13])=[O:11])[CH2:7]2)=[CH:3][C:2]=1[F:1])#[CH:18]. (7) Given the reactants [Br:1][C:2]1[C:3]([N:12]2[CH2:17][CH2:16][N:15]([CH2:18][C:19]3[S:20][CH:21]=[CH:22][N:23]=3)[CH2:14][CH2:13]2)=[C:4]([N+:9]([O-])=O)[C:5]([NH2:8])=[N:6][CH:7]=1.[O:24]1[CH2:29][CH2:28][N:27]([CH2:30][C:31]2[CH:38]=[CH:37][C:34]([CH:35]=O)=[CH:33][CH:32]=2)[CH2:26][CH2:25]1.[O-]S(S([O-])=O)=O.[Na+].[Na+], predict the reaction product. The product is: [Br:1][C:2]1[C:3]([N:12]2[CH2:17][CH2:16][N:15]([CH2:18][C:19]3[S:20][CH:21]=[CH:22][N:23]=3)[CH2:14][CH2:13]2)=[C:4]2[N:9]=[C:35]([C:34]3[CH:33]=[CH:32][C:31]([CH2:30][N:27]4[CH2:28][CH2:29][O:24][CH2:25][CH2:26]4)=[CH:38][CH:37]=3)[NH:8][C:5]2=[N:6][CH:7]=1. (8) Given the reactants FC(F)(F)S(O[C:7]1[CH:12]=[CH:11][CH:10]=[C:9]([CH2:13][CH2:14][CH2:15][CH2:16][N:17]2[C:25](=[O:26])[C:24]3[C:19](=[CH:20][CH:21]=[CH:22][CH:23]=3)[C:18]2=[O:27])[CH:8]=1)(=O)=O.C(N(CC)C(C)C)(C)C.[C:39]([Si:41]([CH3:44])([CH3:43])[CH3:42])#[CH:40].O, predict the reaction product. The product is: [CH3:42][Si:41]([C:39]#[C:40][C:7]1[CH:8]=[C:9]([CH2:13][CH2:14][CH2:15][CH2:16][N:17]2[C:25](=[O:26])[C:24]3[C:19](=[CH:20][CH:21]=[CH:22][CH:23]=3)[C:18]2=[O:27])[CH:10]=[CH:11][CH:12]=1)([CH3:44])[CH3:43]. (9) Given the reactants [OH:1][NH:2][C:3]([CH:5]=[CH:6][C:7]1[CH:35]=[CH:34][C:10]([CH2:11][NH:12][C:13](=[O:33])[C:14]2[CH:19]=[CH:18][C:17]([N:20]3[CH2:25][CH2:24]N(CC4C=NC=CC=4)[CH2:22][CH2:21]3)=[CH:16][CH:15]=2)=[CH:9][CH:8]=1)=[O:4].C(OC(=O)C=CC1C=CC(CNC(=O)C2C=CC(N3CCCC3)=CC=2)=CC=1)C, predict the reaction product. The product is: [OH:1][NH:2][C:3]([CH:5]=[CH:6][C:7]1[CH:8]=[CH:9][C:10]([CH2:11][NH:12][C:13](=[O:33])[C:14]2[CH:19]=[CH:18][C:17]([N:20]3[CH2:25][CH2:24][CH2:22][CH2:21]3)=[CH:16][CH:15]=2)=[CH:34][CH:35]=1)=[O:4]. (10) Given the reactants C(OC(=O)[NH:10][C:11]([CH3:22])([C:16]1[N:20]=[C:19]([CH3:21])[O:18][N:17]=1)[CH2:12][CH:13]1[CH2:15][CH2:14]1)C1C=CC=CC=1.[H][H], predict the reaction product. The product is: [CH:13]1([CH2:12][C:11]([NH2:10])([CH3:22])[C:16]2[N:20]=[C:19]([CH3:21])[O:18][N:17]=2)[CH2:15][CH2:14]1.